From a dataset of Full USPTO retrosynthesis dataset with 1.9M reactions from patents (1976-2016). Predict the reactants needed to synthesize the given product. Given the product [N:3]1([C:6]([N:16]2[CH2:17][CH2:18][N:13]([C:19]3[CH:20]=[CH:21][C:22]([C:25](=[O:27])[CH3:26])=[CH:23][CH:24]=3)[CH2:14][CH2:15]2)=[O:7])[CH:2]=[CH:1][N:5]=[CH:4]1, predict the reactants needed to synthesize it. The reactants are: [CH:1]1[N:5]=[CH:4][N:3]([C:6](N2C=NC=C2)=[O:7])[CH:2]=1.[N:13]1([C:19]2[CH:24]=[CH:23][C:22]([C:25](=[O:27])[CH3:26])=[CH:21][CH:20]=2)[CH2:18][CH2:17][NH:16][CH2:15][CH2:14]1.